Task: Predict the reactants needed to synthesize the given product.. Dataset: Full USPTO retrosynthesis dataset with 1.9M reactions from patents (1976-2016) Given the product [Cl:13][C:5]1[C:6]([CH2:8][NH:9][C:10](=[O:12])[CH3:11])=[CH:7][C:2](=[O:14])[NH:3][CH:4]=1, predict the reactants needed to synthesize it. The reactants are: Cl[C:2]1[CH:7]=[C:6]([CH2:8][NH:9][C:10](=[O:12])[CH3:11])[C:5]([Cl:13])=[CH:4][N:3]=1.[OH:14]S(O)(=O)=O.[NH4+].[OH-].